From a dataset of Reaction yield outcomes from USPTO patents with 853,638 reactions. Predict the reaction yield, written as a fraction of the theoretical maximum amount of product (1.0 means a 100% yield; for example, 0.34 means a 34% yield). (1) The reactants are [C:1]([NH:4][C:5]1[CH:10]=[CH:9][C:8](B(O)O)=[CH:7][CH:6]=1)(=[O:3])[CH3:2].[NH2:14][C:15]1[N:16]=[C:17]([N:26]2[CH2:31][CH2:30][N:29]([C:32](=[O:42])[CH2:33][O:34][C:35]3[CH:40]=[CH:39][C:38]([Cl:41])=[CH:37][CH:36]=3)[CH2:28][CH2:27]2)[C:18]2[N:24]=[C:23](Cl)[CH:22]=[CH:21][C:19]=2[N:20]=1. No catalyst specified. The product is [NH2:14][C:15]1[N:16]=[C:17]([N:26]2[CH2:27][CH2:28][N:29]([C:32](=[O:42])[CH2:33][O:34][C:35]3[CH:40]=[CH:39][C:38]([Cl:41])=[CH:37][CH:36]=3)[CH2:30][CH2:31]2)[C:18]2[N:24]=[C:23]([C:8]3[CH:9]=[CH:10][C:5]([NH:4][C:1](=[O:3])[CH3:2])=[CH:6][CH:7]=3)[CH:22]=[CH:21][C:19]=2[N:20]=1. The yield is 0.480. (2) The reactants are [NH2:1][CH2:2][CH:3]([C:5]1[CH:10]=[CH:9][CH:8]=[CH:7][CH:6]=1)[CH3:4].C(N(CC)CC)C.[C:18](Cl)(=[O:25])[C:19]1[CH:24]=[CH:23][CH:22]=[CH:21][CH:20]=1. The catalyst is C(Cl)(Cl)Cl. The product is [C:5]1([CH:3]([CH3:4])[CH2:2][NH:1][C:18](=[O:25])[C:19]2[CH:24]=[CH:23][CH:22]=[CH:21][CH:20]=2)[CH:10]=[CH:9][CH:8]=[CH:7][CH:6]=1. The yield is 0.950. (3) The reactants are [Cl:1][C:2]1[CH:10]=[C:6]([C:7]([OH:9])=O)[C:5]([OH:11])=[CH:4][CH:3]=1.[NH2:12][C:13]1[CH:14]=[C:15]([C:21]2[CH:26]=[CH:25][CH:24]=[CH:23][CH:22]=2)[CH:16]=[CH:17][C:18]=1[O:19][CH3:20]. No catalyst specified. The product is [Cl:1][C:2]1[CH:3]=[CH:4][C:5]([OH:11])=[C:6]([CH:10]=1)[C:7]([NH:12][C:13]1[CH:14]=[C:15]([C:21]2[CH:22]=[CH:23][CH:24]=[CH:25][CH:26]=2)[CH:16]=[CH:17][C:18]=1[O:19][CH3:20])=[O:9]. The yield is 0.370. (4) The reactants are [CH3:1][N:2]1[C:10]2[C:5](=[CH:6][C:7]([O:11][C:12]3[N:19]=[CH:18][CH:17]=[CH:16][C:13]=3[C:14]#[N:15])=[CH:8][CH:9]=2)[CH:4]=[N:3]1.Cl. The catalyst is CO.[OH-].[OH-].[Pd+2]. The product is [CH3:1][N:2]1[C:10]2[C:5](=[CH:6][C:7]([O:11][C:12]3[C:13]([CH2:14][NH2:15])=[CH:16][CH:17]=[CH:18][N:19]=3)=[CH:8][CH:9]=2)[CH:4]=[N:3]1. The yield is 0.350.